Dataset: Peptide-MHC class I binding affinity with 185,985 pairs from IEDB/IMGT. Task: Regression. Given a peptide amino acid sequence and an MHC pseudo amino acid sequence, predict their binding affinity value. This is MHC class I binding data. (1) The peptide sequence is SQIPSSSPT. The MHC is HLA-B15:01 with pseudo-sequence HLA-B15:01. The binding affinity (normalized) is 0.164. (2) The peptide sequence is VMTEGRHAV. The MHC is HLA-A24:03 with pseudo-sequence HLA-A24:03. The binding affinity (normalized) is 0.0847. (3) The peptide sequence is VTFQGKFKK. The MHC is HLA-B40:01 with pseudo-sequence HLA-B40:01. The binding affinity (normalized) is 0.0847. (4) The peptide sequence is KMYWITRSK. The MHC is HLA-A24:03 with pseudo-sequence HLA-A24:03. The binding affinity (normalized) is 0.0847. (5) The peptide sequence is QLTNDKARV. The binding affinity (normalized) is 0.414. The MHC is HLA-A02:02 with pseudo-sequence HLA-A02:02. (6) The peptide sequence is MPSMKRFRKE. The MHC is HLA-B35:01 with pseudo-sequence HLA-B35:01. The binding affinity (normalized) is 0.118. (7) The binding affinity (normalized) is 0.0847. The peptide sequence is KIPNDNIIE. The MHC is HLA-A31:01 with pseudo-sequence HLA-A31:01. (8) The binding affinity (normalized) is 0.0847. The MHC is HLA-A80:01 with pseudo-sequence HLA-A80:01. The peptide sequence is EIAQHGAWY. (9) The peptide sequence is STMSLVMAW. The MHC is HLA-A32:01 with pseudo-sequence HLA-A32:01. The binding affinity (normalized) is 0.907. (10) The peptide sequence is IPRACQKSL. The MHC is HLA-A02:12 with pseudo-sequence HLA-A02:12. The binding affinity (normalized) is 0.0847.